The task is: Predict the product of the given reaction.. This data is from Forward reaction prediction with 1.9M reactions from USPTO patents (1976-2016). Given the reactants [CH3:1][O:2][C:3]1[CH:33]=[CH:32][C:6]([CH2:7][N:8]2[C:16](=[O:17])[C:15]3[NH:14][C:13]([CH2:18][C:19]4[CH:24]=[CH:23][CH:22]=[C:21]([O:25][C:26]([F:29])([F:28])[F:27])[CH:20]=4)=[N:12][C:11]=3[N:10]([CH3:30])[C:9]2=[O:31])=[CH:5][CH:4]=1.Br.Br[CH2:36][C:37]1[CH:42]=[CH:41][CH:40]=[CH:39][N:38]=1.C(=O)([O-])[O-].[K+].[K+], predict the reaction product. The product is: [CH3:1][O:2][C:3]1[CH:4]=[CH:5][C:6]([CH2:7][N:8]2[C:16](=[O:17])[C:15]3[N:14]([CH2:36][C:37]4[CH:42]=[CH:41][CH:40]=[CH:39][N:38]=4)[C:13]([CH2:18][C:19]4[CH:24]=[CH:23][CH:22]=[C:21]([O:25][C:26]([F:27])([F:29])[F:28])[CH:20]=4)=[N:12][C:11]=3[N:10]([CH3:30])[C:9]2=[O:31])=[CH:32][CH:33]=1.